Predict which catalyst facilitates the given reaction. From a dataset of Catalyst prediction with 721,799 reactions and 888 catalyst types from USPTO. (1) Reactant: CCN(C(C)C)C(C)C.[NH2:10][C:11]1[CH:12]=[C:13]([C:17]#[C:18][C:19]2[CH:20]=[N:21][C:22]([NH2:25])=[N:23][CH:24]=2)[CH:14]=[N:15][CH:16]=1.[C:26]([C:30]1[CH:34]=[C:33]([C:35](O)=[O:36])[N:32]([CH3:38])[N:31]=1)([CH3:29])([CH3:28])[CH3:27].CN(C(ON1N=NC2C=CC=CC1=2)=[N+](C)C)C.F[P-](F)(F)(F)(F)F.[OH-].[Na+]. Product: [NH2:25][C:22]1[N:21]=[CH:20][C:19]([C:18]#[C:17][C:13]2[CH:12]=[C:11]([NH:10][C:35]([C:33]3[N:32]([CH3:38])[N:31]=[C:30]([C:26]([CH3:29])([CH3:28])[CH3:27])[CH:34]=3)=[O:36])[CH:16]=[N:15][CH:14]=2)=[CH:24][N:23]=1. The catalyst class is: 3. (2) Reactant: CCN(CC)CC.II.C1C=CC(P(C2C=CC=CC=2)C2C=CC=CC=2)=CC=1.[C:29]([O:33][C:34](=[O:63])[NH:35][CH2:36][C:37]1([C:40]([NH:42][NH:43][C:44]([CH:46]2[CH2:52][CH2:51][C@@H:50]3[CH2:53][N:47]2[C:48](=[O:62])[N:49]3[O:54][CH2:55][C:56]2[CH:61]=[CH:60][CH:59]=[CH:58][CH:57]=2)=O)=[O:41])[CH2:39][CH2:38]1)([CH3:32])([CH3:31])[CH3:30]. Product: [CH2:55]([O:54][N:49]1[C:48](=[O:62])[N:47]2[CH2:53][C@H:50]1[CH2:51][CH2:52][CH:46]2[C:44]1[O:41][C:40]([C:37]2([CH2:36][NH:35][C:34](=[O:63])[O:33][C:29]([CH3:32])([CH3:31])[CH3:30])[CH2:38][CH2:39]2)=[N:42][N:43]=1)[C:56]1[CH:61]=[CH:60][CH:59]=[CH:58][CH:57]=1. The catalyst class is: 2. (3) Reactant: [CH3:1][O:2][C:3]1[CH:10]=[CH:9][C:6]([CH2:7][OH:8])=[CH:5][CH:4]=1.C1(P(C2C=CC=CC=2)C2C=CC=CC=2)C=CC=CC=1.[C:30]([Si:34]([CH3:53])([CH3:52])[O:35][C:36]1[CH:41]=[CH:40][C:39]([C:42](O)([C:47]([F:50])([F:49])[F:48])[C:43]([F:46])([F:45])[F:44])=[CH:38][CH:37]=1)([CH3:33])([CH3:32])[CH3:31].CC(OC(/N=N/C(OC(C)C)=O)=O)C.[NH4+].[Cl-]. Product: [C:30]([Si:34]([CH3:53])([CH3:52])[O:35][C:36]1[CH:37]=[CH:38][C:39]([C:42]([O:8][CH2:7][C:6]2[CH:9]=[CH:10][C:3]([O:2][CH3:1])=[CH:4][CH:5]=2)([C:47]([F:50])([F:48])[F:49])[C:43]([F:46])([F:44])[F:45])=[CH:40][CH:41]=1)([CH3:32])([CH3:31])[CH3:33]. The catalyst class is: 1. (4) Reactant: [CH3:1][CH:2]([CH3:11])[CH:3]([C:5]1[CH:6]=[N:7][CH:8]=[CH:9][CH:10]=1)[OH:4]. Product: [CH3:1][CH:2]([CH3:11])[C:3]([C:5]1[CH:6]=[N:7][CH:8]=[CH:9][CH:10]=1)=[O:4]. The catalyst class is: 327. (5) The catalyst class is: 886. Reactant: C([N:8]1[CH2:13][CH2:12][N:11]([C:14]2[C:15](=[O:34])[NH:16][C:17](=[O:33])[N:18]([CH2:21][C:22]3[C:27]([C:28]([F:31])([F:30])[F:29])=[CH:26][CH:25]=[CH:24][C:23]=3[F:32])[C:19]=2[CH3:20])[CH2:10][CH2:9]1)C1C=CC=CC=1.[H][H]. Product: [F:32][C:23]1[CH:24]=[CH:25][CH:26]=[C:27]([C:28]([F:31])([F:30])[F:29])[C:22]=1[CH2:21][N:18]1[C:19]([CH3:20])=[C:14]([N:11]2[CH2:12][CH2:13][NH:8][CH2:9][CH2:10]2)[C:15](=[O:34])[NH:16][C:17]1=[O:33]. (6) Reactant: C(OC(=O)[NH:7][C@H:8]1[CH2:12][C@H:11]([O:13][C:14]2[C:23]3[C:18](=[CH:19][C:20]([O:24][CH3:25])=[CH:21][CH:22]=3)[N:17]=[C:16]([C:26]3[CH:31]=[CH:30][CH:29]=[CH:28][CH:27]=3)[CH:15]=2)[CH2:10][C@H:9]1[C:32](=[O:54])[NH:33][C@:34]1([C:39]([NH:41][S:42]([C:45]2[CH:46]=[CH:47][CH:48]=[C:49]3[C:53]=2[NH:52][CH:51]=[CH:50]3)(=[O:44])=[O:43])=[O:40])[CH2:36][C@H:35]1[CH:37]=[CH2:38])(C)(C)C.Cl. Product: [NH:52]1[C:53]2[C:49](=[CH:48][CH:47]=[CH:46][C:45]=2[S:42]([NH:41][C:39]([C@@:34]2([NH:33][C:32]([C@@H:9]3[CH2:10][C@@H:11]([O:13][C:14]4[C:23]5[C:18](=[CH:19][C:20]([O:24][CH3:25])=[CH:21][CH:22]=5)[N:17]=[C:16]([C:26]5[CH:31]=[CH:30][CH:29]=[CH:28][CH:27]=5)[CH:15]=4)[CH2:12][C@@H:8]3[NH2:7])=[O:54])[CH2:36][C@H:35]2[CH:37]=[CH2:38])=[O:40])(=[O:44])=[O:43])[CH:50]=[CH:51]1. The catalyst class is: 12. (7) Reactant: [Li+].[BH4-].[I:3][C:4]1[CH:18]=[C:17]([O:19][CH3:20])[C:16]([O:21][CH3:22])=[CH:15][C:5]=1[C:6]([NH:8][CH2:9][C:10](OCC)=[O:11])=[O:7].CO. Product: [OH:11][CH2:10][CH2:9][NH:8][C:6](=[O:7])[C:5]1[CH:15]=[C:16]([O:21][CH3:22])[C:17]([O:19][CH3:20])=[CH:18][C:4]=1[I:3]. The catalyst class is: 1. (8) Reactant: [CH3:1][O:2][C:3]1[CH:4]=[C:5]2[C:10](=[CH:11][C:12]=1[O:13][CH3:14])[N:9]=[CH:8][N:7]=[C:6]2[O:15][C:16]1[CH:26]=[CH:25][C:19]([O:20][CH2:21][C:22]([OH:24])=O)=[CH:18][CH:17]=1.CCN=C=NCCCN(C)C.Cl.C1C=CC2N(O)N=NC=2C=1.[N:49]1([CH:55]2[CH2:60][CH2:59][NH:58][CH2:57][CH2:56]2)[CH2:54][CH2:53][CH2:52][CH2:51][CH2:50]1.C(=O)([O-])O.[Na+]. Product: [CH3:1][O:2][C:3]1[CH:4]=[C:5]2[C:10](=[CH:11][C:12]=1[O:13][CH3:14])[N:9]=[CH:8][N:7]=[C:6]2[O:15][C:16]1[CH:26]=[CH:25][C:19]([O:20][CH2:21][C:22]([N:58]2[CH2:59][CH2:60][CH:55]([N:49]3[CH2:54][CH2:53][CH2:52][CH2:51][CH2:50]3)[CH2:56][CH2:57]2)=[O:24])=[CH:18][CH:17]=1. The catalyst class is: 146. (9) Reactant: [NH:1]([CH2:5][CH2:6][OH:7])[CH2:2][CH2:3][OH:4].[C:8]1([N:14]=[C:15]=[O:16])[CH:13]=[CH:12][CH:11]=[CH:10][CH:9]=1. Product: [OH:4][CH2:3][CH2:2][N:1]([CH2:5][CH2:6][OH:7])[C:15]([NH:14][C:8]1[CH:13]=[CH:12][CH:11]=[CH:10][CH:9]=1)=[O:16]. The catalyst class is: 4.